Dataset: Catalyst prediction with 721,799 reactions and 888 catalyst types from USPTO. Task: Predict which catalyst facilitates the given reaction. (1) Reactant: [Br:1][CH2:2][CH2:3][CH2:4][C:5]([OH:7])=[O:6].[CH2:8](OC(Cl)=O)[C:9]1[CH:14]=[CH:13][CH:12]=[CH:11][CH:10]=1.C(N(CC)CC)C.C(=O)=O. Product: [CH2:8]([O:6][C:5](=[O:7])[CH2:4][CH2:3][CH2:2][Br:1])[C:9]1[CH:14]=[CH:13][CH:12]=[CH:11][CH:10]=1. The catalyst class is: 112. (2) Reactant: [O:1]=[C:2]1[CH2:11][CH:10]([C:12]([OH:14])=O)[C:9]2[C:4](=[CH:5][CH:6]=[CH:7][CH:8]=2)[NH:3]1.OC1C2N=N[NH:21]C=2C=CC=1.Cl.CN(C)CCCN=C=NCC.[CH3:37][O:38][C:39]1[CH:71]=[CH:70][CH:69]=[CH:68][C:40]=1[O:41][C:42]1[CH:43]=[C:44]([CH:65]=[CH:66][CH:67]=1)[CH2:45][N:46]1[CH2:51][CH2:50][CH:49](C2C3C(=CC=CC=3)N(S(C)(=O)=O)C2)[CH2:48][CH2:47]1.ClC1C=CC=CC=1OC1C=C(C=CC=1)CN1CCC(C2C3C(=CC=CC=3)N(S(C)(=O)=O)C2)CC1.CN1CCOCC1. Product: [CH3:37][O:38][C:39]1[CH:71]=[CH:70][CH:69]=[CH:68][C:40]=1[O:41][C:42]1[CH:43]=[C:44]([CH:65]=[CH:66][CH:67]=1)[CH2:45][N:46]1[CH2:51][CH2:50][CH:49]([NH:21][C:12]([CH:10]2[C:9]3[C:4](=[CH:5][CH:6]=[CH:7][CH:8]=3)[NH:3][C:2](=[O:1])[CH2:11]2)=[O:14])[CH2:48][CH2:47]1. The catalyst class is: 168. (3) The catalyst class is: 2. Product: [C:36]([Si:23]([C:24]1[CH:29]=[CH:28][CH:27]=[CH:26][CH:25]=1)([C:30]1[CH:35]=[CH:34][CH:33]=[CH:32][CH:31]=1)[O:22][CH2:21][C:20]([C:17]1[S:16][C:15]([NH2:14])=[N:19][N:18]=1)([CH3:41])[CH3:40])([CH3:37])([CH3:38])[CH3:39]. Reactant: C(O)(C(F)(F)F)=O.C(OC(=O)[NH:14][C:15]1[S:16][C:17]([C:20]([CH3:41])([CH3:40])[CH2:21][O:22][Si:23]([C:36]([CH3:39])([CH3:38])[CH3:37])([C:30]2[CH:35]=[CH:34][CH:33]=[CH:32][CH:31]=2)[C:24]2[CH:29]=[CH:28][CH:27]=[CH:26][CH:25]=2)=[N:18][N:19]=1)(C)(C)C.